Predict the product of the given reaction. From a dataset of Forward reaction prediction with 1.9M reactions from USPTO patents (1976-2016). (1) Given the reactants [C:1]([O:5][C:6]([NH:8][C@@H:9]([CH2:13][CH:14]=[CH2:15])[C:10](O)=[O:11])=[O:7])([CH3:4])([CH3:3])[CH3:2].CCN(CC)CC.ClC(OC)=O.[BH4-].[Na+], predict the reaction product. The product is: [OH:11][CH2:10][C@@H:9]([NH:8][C:6](=[O:7])[O:5][C:1]([CH3:4])([CH3:3])[CH3:2])[CH2:13][CH:14]=[CH2:15]. (2) The product is: [NH2:20][CH2:19][CH2:18][CH2:17][CH2:16][N:15]1[C:11]2[C:10]3[CH:9]=[CH:8][C:7]([Br:32])=[CH:6][C:5]=3[N:4]=[C:3]([NH2:2])[C:12]=2[N:13]=[C:14]1[CH2:28][O:29][CH2:30][CH3:31]. Given the reactants Cl.[NH2:2][C:3]1[C:12]2[N:13]=[C:14]([CH2:28][O:29][CH2:30][CH3:31])[N:15]([CH2:16][CH2:17][CH2:18][CH2:19][NH:20]C(=O)OC(C)(C)C)[C:11]=2[C:10]2[CH:9]=[CH:8][C:7]([Br:32])=[CH:6][C:5]=2[N:4]=1.[OH-].[Na+].C(=O)(O)[O-].[Na+], predict the reaction product. (3) Given the reactants [Cl:1][C:2]1[CH:9]=[C:8]([CH3:10])[CH:7]=[CH:6][C:3]=1[C:4]#N.S(=O)(=O)(O)O.[OH-:16].[Na+].[CH2:18]([OH:20])[CH3:19], predict the reaction product. The product is: [Cl:1][C:2]1[CH:9]=[C:8]([CH3:10])[CH:7]=[CH:6][C:3]=1[C:4]([O:20][CH2:18][CH3:19])=[O:16]. (4) Given the reactants [Cl-].[CH3:2][O:3][C:4](=[O:14])[C:5]1[CH:13]=[CH:12][C:8]([C:9]([OH:11])=O)=[CH:7][CH:6]=1.[C:15]([O:19][C:20](=[O:29])[NH:21][C:22]1[CH:27]=[CH:26][CH:25]=[CH:24][C:23]=1[NH2:28])([CH3:18])([CH3:17])[CH3:16].C(N(CC)CC)C.O, predict the reaction product. The product is: [C:15]([O:19][C:20]([NH:21][C:22]1[CH:27]=[CH:26][CH:25]=[CH:24][C:23]=1[NH:28][C:9](=[O:11])[C:8]1[CH:7]=[CH:6][C:5]([C:4]([O:3][CH3:2])=[O:14])=[CH:13][CH:12]=1)=[O:29])([CH3:18])([CH3:16])[CH3:17]. (5) Given the reactants [F:1][C:2]([P:8](=[O:15])([O:12][CH2:13][CH3:14])[O:9][CH2:10][CH3:11])([F:7])[CH2:3][CH2:4][CH2:5]I.[N-:16]=[N+:17]=[N-:18].[Na+], predict the reaction product. The product is: [N:16]([CH2:5][CH2:4][CH2:3][C:2]([P:8](=[O:15])([O:12][CH2:13][CH3:14])[O:9][CH2:10][CH3:11])([F:7])[F:1])=[N+:17]=[N-:18]. (6) The product is: [Br-:23].[C:9]([C:8]([C:17]1[CH:22]=[CH:21][CH:20]=[CH:19][CH:18]=1)([C:11]1[CH:12]=[CH:13][CH:14]=[CH:15][CH:16]=1)[C:4]12[CH2:7][N+:1]([CH2:24][CH2:25][CH2:26][C:27]#[N:28])([CH2:6][CH2:5]1)[CH2:2][CH2:3]2)#[N:10]. Given the reactants [N:1]12[CH2:7][C:4]([C:8]([C:17]3[CH:22]=[CH:21][CH:20]=[CH:19][CH:18]=3)([C:11]3[CH:16]=[CH:15][CH:14]=[CH:13][CH:12]=3)[C:9]#[N:10])([CH2:5][CH2:6]1)[CH2:3][CH2:2]2.[Br:23][CH2:24][CH2:25][CH2:26][C:27]#[N:28], predict the reaction product.